Dataset: Full USPTO retrosynthesis dataset with 1.9M reactions from patents (1976-2016). Task: Predict the reactants needed to synthesize the given product. (1) Given the product [CH3:18][O:19][C:20](=[O:30])[C:21]1[CH:26]=[CH:25][C:24]([CH2:27][CH2:28][N:12]2[C:11]3[CH:10]=[CH:9][CH:8]=[CH:7][C:6]=3[C:5]3[C:13]2=[CH:1][CH:2]=[CH:3][CH:4]=3)=[CH:23][CH:22]=1, predict the reactants needed to synthesize it. The reactants are: [CH:1]1[C:13]2[NH:12][C:11]3[C:6](=[CH:7][CH:8]=[CH:9][CH:10]=3)[C:5]=2[CH:4]=[CH:3][CH:2]=1.[H-].[Na+].[H][H].[CH3:18][O:19][C:20](=[O:30])[C:21]1[CH:26]=[CH:25][C:24]([CH2:27][CH2:28]Br)=[CH:23][CH:22]=1. (2) Given the product [CH3:7][N:5]1[CH:6]=[C:2]([N:24]2[CH2:28][CH2:27][CH2:26][C:25]2=[O:29])[N:3]=[C:4]1/[CH:8]=[CH:9]/[C:10]1[CH:11]=[CH:12][C:13]2[N:14]([C:16]([CH3:23])=[C:17]([C:19]([F:22])([F:21])[F:20])[N:18]=2)[N:15]=1, predict the reactants needed to synthesize it. The reactants are: Br[C:2]1[N:3]=[C:4](/[CH:8]=[CH:9]/[C:10]2[CH:11]=[CH:12][C:13]3[N:14]([C:16]([CH3:23])=[C:17]([C:19]([F:22])([F:21])[F:20])[N:18]=3)[N:15]=2)[N:5]([CH3:7])[CH:6]=1.[NH:24]1[CH2:28][CH2:27][CH2:26][C:25]1=[O:29]. (3) The reactants are: [CH2:1]([OH:8])[C:2]1[CH:7]=[CH:6][CH:5]=[CH:4][CH:3]=1.[H-].[Na+].[F:11][C:12]1[C:13]([NH:19][CH2:20][C:21]2([O:27][CH3:28])[CH2:26][CH2:25][O:24][CH2:23][CH2:22]2)=[N:14][C:15](F)=[CH:16][CH:17]=1. Given the product [CH2:1]([O:8][C:15]1[N:14]=[C:13]([NH:19][CH2:20][C:21]2([O:27][CH3:28])[CH2:22][CH2:23][O:24][CH2:25][CH2:26]2)[C:12]([F:11])=[CH:17][CH:16]=1)[C:2]1[CH:7]=[CH:6][CH:5]=[CH:4][CH:3]=1, predict the reactants needed to synthesize it. (4) Given the product [CH3:26][C:18]1[CH:23]=[CH:22][C:21]2[C:3]3[CH2:4][NH:5][CH2:6][CH2:7][C:2]=3[NH:24][C:20]=2[CH:19]=1, predict the reactants needed to synthesize it. The reactants are: O=[C:2]1[CH2:7][CH2:6][N:5](C(OCC2C=CC=CC=2)=O)[CH2:4][CH2:3]1.[C:18]1([CH3:26])[CH:23]=[CH:22][CH:21]=[C:20]([NH:24]N)[CH:19]=1. (5) Given the product [F:23][C:21]1[CH:20]=[C:19]([F:24])[CH:18]=[C:17]2[C:22]=1[C:13]([NH:45][C:44]1[CH:43]=[C:42]([N:46]3[CH2:47][CH2:48][O:49][CH2:50][CH2:51]3)[N:41]=[CH:40][C:39]=1[C:35]1[CH:36]=[N:37][CH:38]=[C:33]([O:32][CH3:31])[CH:34]=1)=[C:14]([CH3:30])[C:15]([N:25]1[CH2:28][CH2:27][C:26]1=[O:29])=[N:16]2, predict the reactants needed to synthesize it. The reactants are: C(=O)([O-])[O-].[K+].[K+].C(O)(C)(C)C.Cl[C:13]1[C:22]2[C:17](=[CH:18][C:19]([F:24])=[CH:20][C:21]=2[F:23])[N:16]=[C:15]([N:25]2[CH2:28][CH2:27][C:26]2=[O:29])[C:14]=1[CH3:30].[CH3:31][O:32][C:33]1[CH:34]=[C:35]([C:39]2[CH:40]=[N:41][C:42]([N:46]3[CH2:51][CH2:50][O:49][CH2:48][CH2:47]3)=[CH:43][C:44]=2[NH2:45])[CH:36]=[N:37][CH:38]=1. (6) Given the product [NH2:1][C@H:2]([C:27]([NH:29][C:30]1[CH:39]=[C:38]2[C:33]([C:34]([CH3:41])=[CH:35][C:36](=[O:40])[O:37]2)=[CH:32][CH:31]=1)=[O:28])[CH2:3][CH2:4][C:5](=[O:26])[NH:6][C:7]([C:14]1[CH:19]=[CH:18][CH:17]=[CH:16][CH:15]=1)([C:20]1[CH:21]=[CH:22][CH:23]=[CH:24][CH:25]=1)[C:8]1[CH:13]=[CH:12][CH:11]=[CH:10][CH:9]=1, predict the reactants needed to synthesize it. The reactants are: [NH:1](C(OCC1C2C(=CC=CC=2)C2C1=CC=CC=2)=O)[C@H:2]([C:27]([NH:29][C:30]1[CH:39]=[C:38]2[C:33]([C:34]([CH3:41])=[CH:35][C:36](=[O:40])[O:37]2)=[CH:32][CH:31]=1)=[O:28])[CH2:3][CH2:4][C:5](=[O:26])[NH:6][C:7]([C:20]1[CH:25]=[CH:24][CH:23]=[CH:22][CH:21]=1)([C:14]1[CH:19]=[CH:18][CH:17]=[CH:16][CH:15]=1)[C:8]1[CH:13]=[CH:12][CH:11]=[CH:10][CH:9]=1.C(S)CCCCCCC.C1CCN2C(=NCCC2)CC1. (7) Given the product [CH3:25][O:26][C:5]1[CH:6]=[C:1]([S:7]([NH:10][C:11]2[S:15][C:14]3[CH2:16][CH2:17][CH2:18][CH2:19][C:13]=3[C:12]=2[C:20]([O:22][CH2:23][CH3:24])=[O:21])(=[O:9])=[O:8])[CH:2]=[CH:3][CH:4]=1, predict the reactants needed to synthesize it. The reactants are: [C:1]1([S:7]([NH:10][C:11]2[S:15][C:14]3[CH2:16][CH2:17][CH2:18][CH2:19][C:13]=3[C:12]=2[C:20]([O:22][CH2:23][CH3:24])=[O:21])(=[O:9])=[O:8])[CH:6]=[CH:5][CH:4]=[CH:3][CH:2]=1.[CH3:25][O:26]C1C=C(S(Cl)(=O)=O)C=CC=1.